From a dataset of Full USPTO retrosynthesis dataset with 1.9M reactions from patents (1976-2016). Predict the reactants needed to synthesize the given product. (1) Given the product [F:7][C:8]1[N:16]=[C:15]2[C:11]([N:12]=[CH:13][N:14]2[CH3:1])=[C:10]([NH:17][C:18]2[C:19]([O:24][CH3:25])=[N:20][N:21]([CH3:23])[CH:22]=2)[N:9]=1, predict the reactants needed to synthesize it. The reactants are: [CH3:1]C1CCCO1.[F:7][C:8]1[N:16]=[C:15]2[C:11]([N:12]=[CH:13][NH:14]2)=[C:10]([NH:17][C:18]2[C:19]([O:24][CH3:25])=[N:20][N:21]([CH3:23])[CH:22]=2)[N:9]=1.[O-]P([O-])([O-])=O.[K+].[K+].[K+].S(OC)(OC)(=O)=O. (2) Given the product [NH:31]1[CH2:30][CH:29]([C:16]2[CH:17]=[C:18]([N:21]([CH3:28])[CH:22]3[CH2:27][CH2:26][O:25][CH2:24][CH2:23]3)[C:19]([CH3:20])=[C:14]([CH:15]=2)[C:12]([NH:11][CH2:10][C:3]2[C:4](=[O:9])[NH:5][C:6]([CH3:8])=[CH:7][C:2]=2[CH3:1])=[O:13])[CH2:32]1, predict the reactants needed to synthesize it. The reactants are: [CH3:1][C:2]1[CH:7]=[C:6]([CH3:8])[NH:5][C:4](=[O:9])[C:3]=1[CH2:10][NH:11][C:12]([C:14]1[CH:15]=[C:16]([CH:29]2[CH2:32][N:31](C(OC(C)(C)C)=O)[CH2:30]2)[CH:17]=[C:18]([N:21]([CH3:28])[CH:22]2[CH2:27][CH2:26][O:25][CH2:24][CH2:23]2)[C:19]=1[CH3:20])=[O:13].C(O)(C(F)(F)F)=O. (3) Given the product [CH2:12]([C:2]1[CH:9]=[CH:8][C:5]([CH:6]=[O:7])=[CH:4][C:3]=1[O:10][CH3:11])[CH3:13], predict the reactants needed to synthesize it. The reactants are: Br[C:2]1[CH:9]=[CH:8][C:5]([CH:6]=[O:7])=[CH:4][C:3]=1[O:10][CH3:11].[CH2:12](B(O)O)[CH3:13].P([O-])([O-])([O-])=O.[K+].[K+].[K+].C1(P(C2CCCCC2)C2CCCCC2)CCCCC1. (4) The reactants are: Br[CH2:2][C:3](=O)[CH2:4][C@@H:5]1[CH2:10][CH2:9][CH2:8][CH2:7][N:6]1[C:11]([O:13][C:14]([CH3:17])([CH3:16])[CH3:15])=[O:12].[F:19][C:20]([F:29])([F:28])[C:21]1[CH:26]=[CH:25][N:24]=[C:23]([NH2:27])[CH:22]=1. Given the product [F:29][C:20]([F:19])([F:28])[C:21]1[CH:26]=[CH:25][N:24]2[CH:2]=[C:3]([CH2:4][C@@H:5]3[CH2:10][CH2:9][CH2:8][CH2:7][N:6]3[C:11]([O:13][C:14]([CH3:17])([CH3:16])[CH3:15])=[O:12])[N:27]=[C:23]2[CH:22]=1, predict the reactants needed to synthesize it. (5) Given the product [CH3:77][O:78][C:79](=[O:90])[CH2:80][CH2:81][C:5]1[CH:10]=[CH:9][C:8]([NH:11][C:12](=[O:38])[CH:13]([N:20]2[C:24]3[CH:25]=[C:26]([F:30])[C:27]([F:29])=[CH:28][C:23]=3[N:22]=[C:21]2[C:31]2[CH:36]=[CH:35][C:34]([Cl:37])=[CH:33][CH:32]=2)[CH:14]2[CH2:15][CH2:16][CH2:17][CH2:18][CH2:19]2)=[C:7]([F:76])[CH:6]=1, predict the reactants needed to synthesize it. The reactants are: C(OC(=O)[C:5]1[CH:10]=[CH:9][C:8]([NH:11][C:12](=[O:38])[CH:13]([N:20]2[C:24]3[CH:25]=[C:26]([F:30])[C:27]([F:29])=[CH:28][C:23]=3[N:22]=[C:21]2[C:31]2[CH:36]=[CH:35][C:34]([Cl:37])=[CH:33][CH:32]=2)[CH:14]2[CH2:19][CH2:18][CH2:17][CH2:16][CH2:15]2)=[CH:7][CH:6]=1)C.ClC1C=CC(C2N(C(C3CCCCC3)C(NC[C@H]3CC[C@H](C(O)=O)CC3)=O)C3C=CC([F:76])=CC=3N=2)=CC=1.[CH3:77][O:78][C:79](=[O:90])[CH2:80][CH2:81]C1C=CC(N)=C(F)C=1.F[P-](F)(F)(F)(F)F.N1(OC(N(C)C)=[N+](C)C)C2N=CC=CC=2N=N1.C(N(C(C)C)C(C)C)C.